From a dataset of Full USPTO retrosynthesis dataset with 1.9M reactions from patents (1976-2016). Predict the reactants needed to synthesize the given product. Given the product [NH2:26][C@H:7]1[C:8]2[C:13](=[CH:12][CH:11]=[C:10]([C:14]3[CH:15]=[N:16][N:17]([CH2:19][C:20]4[CH:21]=[CH:22][CH:23]=[CH:24][CH:25]=4)[CH:18]=3)[CH:9]=2)[N:4]([C:1](=[O:3])[CH3:2])[C@@H:5]([CH:38]2[CH2:40][CH2:39]2)[C@@H:6]1[CH3:37], predict the reactants needed to synthesize it. The reactants are: [C:1]([N:4]1[C:13]2[C:8](=[CH:9][C:10]([C:14]3[CH:15]=[N:16][N:17]([CH2:19][C:20]4[CH:25]=[CH:24][CH:23]=[CH:22][CH:21]=4)[CH:18]=3)=[CH:11][CH:12]=2)[C@H:7]([NH:26]C(=O)OCC2C=CC=CC=2)[C@@H:6]([CH3:37])[C@@H:5]1[CH:38]1[CH2:40][CH2:39]1)(=[O:3])[CH3:2].CCCC[N+](CCCC)(CCCC)CCCC.[F-].